From a dataset of Full USPTO retrosynthesis dataset with 1.9M reactions from patents (1976-2016). Predict the reactants needed to synthesize the given product. (1) Given the product [C:1]1([S:7]([N:10]2[C:18]3[C:13](=[CH:14][CH:15]=[CH:16][CH:17]=3)[CH:12]=[C:11]2[CH:19]([O:22][C:30](=[O:32])[CH3:31])[CH:20]=[CH2:21])(=[O:8])=[O:9])[CH:2]=[CH:3][CH:4]=[CH:5][CH:6]=1, predict the reactants needed to synthesize it. The reactants are: [C:1]1([S:7]([N:10]2[C:18]3[C:13](=[CH:14][CH:15]=[CH:16][CH:17]=3)[CH:12]=[C:11]2[CH:19]([OH:22])[CH:20]=[CH2:21])(=[O:9])=[O:8])[CH:6]=[CH:5][CH:4]=[CH:3][CH:2]=1.C(N(CC)CC)C.[C:30](OC(=O)C)(=[O:32])[CH3:31].O. (2) The reactants are: Br.Br[CH2:3][C:4]([C:6]1[CH:11]=[CH:10][N:9]=[CH:8][CH:7]=1)=O.[OH:12][C:13]1[CH:18]=[CH:17][CH:16]=[CH:15][C:14]=1[NH:19][C:20]([NH2:22])=[S:21].N. Given the product [N:9]1[CH:10]=[CH:11][C:6]([C:4]2[N:22]=[C:20]([NH:19][C:14]3[CH:15]=[CH:16][CH:17]=[CH:18][C:13]=3[OH:12])[S:21][CH:3]=2)=[CH:7][CH:8]=1, predict the reactants needed to synthesize it. (3) Given the product [CH2:26]([O:13][C:12](=[O:14])[CH2:11][C:5]1[CH:6]=[CH:7][C:8]([O:9][CH3:10])=[C:3]([O:2][CH3:1])[CH:4]=1)[C:27]1[CH:32]=[CH:31][CH:30]=[CH:29][CH:28]=1, predict the reactants needed to synthesize it. The reactants are: [CH3:1][O:2][C:3]1[CH:4]=[C:5]([CH2:11][C:12]([OH:14])=[O:13])[CH:6]=[CH:7][C:8]=1[O:9][CH3:10].S(Cl)(Cl)=O.C(N(CC)CC)C.[CH2:26](O)[C:27]1[CH:32]=[CH:31][CH:30]=[CH:29][CH:28]=1. (4) Given the product [C:10]([O:9][C:3]1[CH:4]=[CH:5][CH:6]=[C:7]([OH:8])[C:2]=1[Br:1])(=[O:12])[CH3:11], predict the reactants needed to synthesize it. The reactants are: [Br:1][C:2]1[C:7]([OH:8])=[CH:6][CH:5]=[CH:4][C:3]=1[OH:9].[C:10](OC(=O)C)(=[O:12])[CH3:11]. (5) Given the product [CH2:1]([N:8]1[CH:16]=[C:15]2[C:10]([CH:11]=[C:12]([C:17]3[CH:18]=[C:19]([CH:27]4[CH2:31][CH2:30][N:29]([CH2:33][CH2:34][O:35][CH3:36])[CH2:28]4)[N:20]4[C:25]=3[C:24]([NH2:26])=[N:23][CH:22]=[N:21]4)[CH:13]=[CH:14]2)=[N:9]1)[C:2]1[CH:3]=[CH:4][CH:5]=[CH:6][CH:7]=1, predict the reactants needed to synthesize it. The reactants are: [CH2:1]([N:8]1[CH:16]=[C:15]2[C:10]([CH:11]=[C:12]([C:17]3[CH:18]=[C:19]([CH:27]4[CH2:31][CH2:30][NH:29][CH2:28]4)[N:20]4[C:25]=3[C:24]([NH2:26])=[N:23][CH:22]=[N:21]4)[CH:13]=[CH:14]2)=[N:9]1)[C:2]1[CH:7]=[CH:6][CH:5]=[CH:4][CH:3]=1.Br[CH2:33][CH2:34][O:35][CH3:36].[I-].[K+]. (6) Given the product [O:40]=[C:39]([N:41]1[CH2:42][CH2:43][CH:44]([C:47]([N:25]2[CH2:20][CH2:21][C:22]3([CH2:1][CH2:2][N:3]([C:4]4[CH:5]=[CH:53][N:52]=[CH:51][CH:6]=4)[CH2:7][CH2:9]3)[CH2:23]2)=[O:49])[CH2:45][CH2:46]1)[CH2:38][C:37]([O:36][CH2:34][CH3:35])=[O:50], predict the reactants needed to synthesize it. The reactants are: [CH3:1][CH2:2][N:3]([CH:7]([CH3:9])C)[CH:4]([CH3:6])[CH3:5].CN(C(ON1N=[N:25][C:20]2[CH:21]=[CH:22][CH:23]=CC1=2)=[N+](C)C)C.F[P-](F)(F)(F)(F)F.[CH2:34]([O:36][C:37](=[O:50])[CH2:38][C:39]([N:41]1[CH2:46][CH2:45][CH:44]([C:47]([OH:49])=O)[CH2:43][CH2:42]1)=[O:40])[CH3:35].[CH3:51][N:52](C=O)[CH3:53]. (7) Given the product [F:1][C:2]1[C:11]2[CH2:10][NH:9][C:8](=[O:21])[NH:7][C:6]=2[N:5]=[CH:4][CH:3]=1, predict the reactants needed to synthesize it. The reactants are: [F:1][C:2]1[C:11]2[CH2:10][N:9](CC3C=CC(OC)=CC=3)[C:8](=[O:21])[NH:7][C:6]=2[N:5]=[CH:4][CH:3]=1.